Dataset: Full USPTO retrosynthesis dataset with 1.9M reactions from patents (1976-2016). Task: Predict the reactants needed to synthesize the given product. (1) Given the product [C:20]([C:24]1[CH:32]=[CH:31][C:30]([C:29](=[O:33])[NH:28][C:34]2[CH:39]=[CH:38][CH:37]=[C:36]([C:2]3[CH:14]=[CH:13][C:12]([C:15](=[O:16])[NH2:17])=[C:11]4[C:3]=3[C:4]3[CH2:5][CH2:6][CH:7]([CH2:18][OH:19])[CH2:8][C:9]=3[NH:10]4)[C:35]=2[CH3:49])=[C:26]([CH:25]=1)[C:27]([OH:50])=[O:52])([CH3:22])([CH3:23])[CH3:21], predict the reactants needed to synthesize it. The reactants are: Br[C:2]1[CH:14]=[CH:13][C:12]([C:15]([NH2:17])=[O:16])=[C:11]2[C:3]=1[C:4]1[CH2:5][CH2:6][CH:7]([CH2:18][OH:19])[CH2:8][C:9]=1[NH:10]2.[C:20]([C:24]1[CH:25]=[C:26]2[C:30](=[CH:31][CH:32]=1)[C:29](=[O:33])[N:28]([C:34]1[CH:39]=[CH:38][CH:37]=[C:36](B3OC(C)(C)C(C)(C)O3)[C:35]=1[CH3:49])[C:27]2=[O:50])([CH3:23])([CH3:22])[CH3:21].P([O-])([O-])([O-])=[O:52].[K+].[K+].[K+].Cl. (2) Given the product [C:35]([C:30]1[CH:31]=[CH:32][CH:33]=[CH:34][C:29]=1[C:4]1[CH:5]=[CH:6][C:7]([CH2:8][C:9]2[C:10](=[O:28])[N:11]([C@H:21]3[CH2:26][CH2:25][C@H:24]([O:27][CH:41]([CH2:42][CH3:43])[C:40]([O:39][CH2:37][CH3:38])=[O:46])[CH2:23][CH2:22]3)[C:12]3[N:13]([N:18]=[CH:19][N:20]=3)[C:14]=2[CH2:15][CH2:16][CH3:17])=[C:2]([F:1])[CH:3]=1)#[N:36], predict the reactants needed to synthesize it. The reactants are: [F:1][C:2]1[CH:3]=[C:4]([C:29]2[C:30]([C:35]#[N:36])=[CH:31][CH:32]=[CH:33][CH:34]=2)[CH:5]=[CH:6][C:7]=1[CH2:8][C:9]1[C:10](=[O:28])[N:11]([C@H:21]2[CH2:26][CH2:25][C@H:24]([OH:27])[CH2:23][CH2:22]2)[C:12]2[N:13]([N:18]=[CH:19][N:20]=2)[C:14]=1[CH2:15][CH2:16][CH3:17].[CH2:37]([O:39][C:40](=[O:46])[C:41](=[N+]=[N-])[CH2:42][CH3:43])[CH3:38]. (3) Given the product [O:10]1[C:9]2[C:4](=[CH:5][CH:6]=[CH:7][CH:8]=2)[CH:3]=[CH:2][CH2:1]1, predict the reactants needed to synthesize it. The reactants are: [CH:1](=[O:10])[CH:2]=[CH:3][C:4]1[CH:9]=[CH:8][CH:7]=[CH:6][CH:5]=1.C(=O)C1C(=CC=CC=1)O.CN(C)C(N(C)C)=N. (4) Given the product [OH:21][C:16]1[CH:17]=[CH:18][CH:19]=[CH:20][C:15]=1[C:11]1[N:10]([CH2:22][CH2:23][C:24]2[CH:25]=[CH:26][CH:27]=[CH:28][CH:29]=2)[C:9](=[O:30])[C:8]([C:6]2[S:7][C:3]([CH2:2][NH:1][CH3:33])=[CH:4][CH:5]=2)=[C:13]([CH3:14])[N:12]=1, predict the reactants needed to synthesize it. The reactants are: [NH2:1][CH2:2][C:3]1[S:7][C:6]([C:8]2[C:9](=[O:30])[N:10]([CH2:22][CH2:23][C:24]3[CH:29]=[CH:28][CH:27]=[CH:26][CH:25]=3)[C:11]([C:15]3[CH:20]=[CH:19][CH:18]=[CH:17][C:16]=3[OH:21])=[N:12][C:13]=2[CH3:14])=[CH:5][CH:4]=1.C=O.[C:33]([BH3-])#N.[Na+]. (5) The reactants are: [CH3:1][C:2]1[C:6]([CH2:7][N:8]2[CH:12]=[C:11]([N+:13]([O-])=O)[CH:10]=[N:9]2)=[C:5]([CH3:16])[O:4][N:3]=1.[CH3:17][C:18]([O:21][C:22](O[C:22]([O:21][C:18]([CH3:20])([CH3:19])[CH3:17])=[O:23])=[O:23])([CH3:20])[CH3:19].[H][H]. Given the product [CH3:1][C:2]1[C:6]([CH2:7][N:8]2[CH:12]=[C:11]([NH:13][C:22](=[O:23])[O:21][C:18]([CH3:20])([CH3:19])[CH3:17])[CH:10]=[N:9]2)=[C:5]([CH3:16])[O:4][N:3]=1, predict the reactants needed to synthesize it.